From a dataset of Cav3 T-type calcium channel HTS with 100,875 compounds. Binary Classification. Given a drug SMILES string, predict its activity (active/inactive) in a high-throughput screening assay against a specified biological target. (1) The drug is o1c2c(c3nccnc3c1=O)cccc2. The result is 0 (inactive). (2) The molecule is O1C(CCC1)CNC(=O)Cn1c2c(c(=O)n(c1=O)Cc1occc1)cccc2. The result is 0 (inactive). (3) The drug is O=C(Nc1c(OC)cc(NC(=O)Nc2ccccc2)c(OC)c1)CN1CCCCC1. The result is 0 (inactive). (4) The result is 0 (inactive). The drug is S(c1[nH]c2c(n1)cccc2)Cc1c(F)cccc1F. (5) The compound is s1nc(nc1NC(=O)c1sccc1)c1ccccc1. The result is 0 (inactive). (6) The compound is N(CCCc1ccccc1)c1nc(cc(n1)C)C. The result is 0 (inactive).